Dataset: Catalyst prediction with 721,799 reactions and 888 catalyst types from USPTO. Task: Predict which catalyst facilitates the given reaction. (1) Reactant: [O:1]([C:8]1[S:12][C:11]([C:13]#[N:14])=[CH:10][CH:9]=1)[C:2]1[CH:7]=[CH:6][CH:5]=[CH:4][CH:3]=1.[H-].[Al+3].[Li+].[H-].[H-].[H-].O.C(OCC)(=O)C. Product: [O:1]([C:8]1[S:12][C:11]([CH2:13][NH2:14])=[CH:10][CH:9]=1)[C:2]1[CH:3]=[CH:4][CH:5]=[CH:6][CH:7]=1. The catalyst class is: 7. (2) Reactant: CS[C:3](SC)=[C:4]1[C:13](=[O:14])[C:12]([CH2:19][CH2:20][CH2:21][CH3:22])([CH2:15][CH2:16][CH2:17][CH3:18])[C:11]2[C:6](=[CH:7][CH:8]=[CH:9][CH:10]=2)[C:5]1=[O:23].[NH2:26][C:27]1[CH:32]=[CH:31][C:30]([O:33][CH2:34][C:35]2[CH:40]=[CH:39][CH:38]=[CH:37][CH:36]=2)=[CH:29][C:28]=1[S:41]([NH2:44])(=[O:43])=[O:42]. Product: [CH2:34]([O:33][C:30]1[CH:31]=[CH:32][C:27]2[NH:26][C:3]([C:4]3[C:13](=[O:14])[C:12]([CH2:19][CH2:20][CH2:21][CH3:22])([CH2:15][CH2:16][CH2:17][CH3:18])[C:11]4[C:6]([C:5]=3[OH:23])=[CH:7][CH:8]=[CH:9][CH:10]=4)=[N:44][S:41](=[O:42])(=[O:43])[C:28]=2[CH:29]=1)[C:35]1[CH:40]=[CH:39][CH:38]=[CH:37][CH:36]=1. The catalyst class is: 11.